Binary Classification. Given a drug SMILES string, predict its activity (active/inactive) in a high-throughput screening assay against a specified biological target. From a dataset of Kir2.1 potassium channel HTS with 301,493 compounds. The drug is O=C(NCCC=1CCCCC1)C1CCN(CC1)C(=O)c1ccc(C(C)(C)C)cc1. The result is 0 (inactive).